Dataset: Forward reaction prediction with 1.9M reactions from USPTO patents (1976-2016). Task: Predict the product of the given reaction. Given the reactants [C:1]([O:5][C:6]([NH:8][C@@H:9]([CH2:13][CH:14]1[CH2:19][CH2:18][CH:17]([CH3:20])[CH2:16][CH2:15]1)[C:10](O)=[O:11])=[O:7])([CH3:4])([CH3:3])[CH3:2].C(Cl)CCl.C1C=CC2N(O)N=[N:31][C:29]=2C=1.CCN(C(C)C)C(C)C.CN.CCO, predict the reaction product. The product is: [CH3:29][NH:31][C:10](=[O:11])[C@@H:9]([NH:8][C:6](=[O:7])[O:5][C:1]([CH3:4])([CH3:3])[CH3:2])[CH2:13][CH:14]1[CH2:19][CH2:18][CH:17]([CH3:20])[CH2:16][CH2:15]1.